From a dataset of Forward reaction prediction with 1.9M reactions from USPTO patents (1976-2016). Predict the product of the given reaction. (1) Given the reactants O[C:2]1([CH3:16])[C:10]2[C:5](=[C:6]([N+:11]([O-])=O)[CH:7]=[CH:8][CH:9]=2)[C:4](=[O:14])[N:3]1[CH3:15].[H][H], predict the reaction product. The product is: [NH2:11][C:6]1[CH:7]=[CH:8][CH:9]=[C:10]2[C:5]=1[C:4](=[O:14])[N:3]([CH3:15])[CH:2]2[CH3:16]. (2) The product is: [F:21][C:18]1[CH:19]=[CH:20][C:15]([C:13]2[O:14][C:4]3[CH:3]=[C:2]([C:34]4[N:33]([C:31]([O:30][C:26]([CH3:29])([CH3:28])[CH3:27])=[O:32])[CH:37]=[CH:36][CH:35]=4)[C:10]4[O:9][CH:8]([CH3:11])[CH2:7][C:6]=4[C:5]=3[C:12]=2[C:22]([NH:24][CH3:25])=[O:23])=[CH:16][CH:17]=1. Given the reactants Br[C:2]1[C:10]2[O:9][CH:8]([CH3:11])[CH2:7][C:6]=2[C:5]2[C:12]([C:22]([NH:24][CH3:25])=[O:23])=[C:13]([C:15]3[CH:20]=[CH:19][C:18]([F:21])=[CH:17][CH:16]=3)[O:14][C:4]=2[CH:3]=1.[C:26]([O:30][C:31]([N:33]1[CH:37]=[CH:36][CH:35]=[C:34]1B(O)O)=[O:32])([CH3:29])([CH3:28])[CH3:27].C([O-])([O-])=O.[Na+].[Na+], predict the reaction product. (3) The product is: [F:1][C:2]1[CH:10]=[CH:9][C:8]2[CH2:11][CH2:12][N:13]([CH3:16])[CH2:14][CH2:15][N:6]3[C:7]=2[C:3]=1[CH:4]1[CH2:19][CH2:18][CH2:17][CH:5]13. Given the reactants [F:1][C:2]1[CH:10]=[CH:9][C:8]2[CH2:11][CH2:12][N:13]([CH3:16])[CH2:14][CH2:15][N:6]3[C:7]=2[C:3]=1[C:4]1[CH2:19][CH2:18][CH2:17][C:5]=13.C([BH3-])#N.[Na+], predict the reaction product. (4) The product is: [N:66]1([S:70]([NH:73][C:9](=[O:10])[C:8]2[CH:12]=[C:4]([CH:1]3[CH2:3][CH2:2]3)[C:5]([CH2:14][N:15]3[CH2:20][CH2:19][CH2:18][C@@H:17]([O:21][C:22]4[CH:23]=[C:24]([Cl:29])[CH:25]=[C:26]([Cl:28])[CH:27]=4)[CH2:16]3)=[CH:6][C:7]=2[F:13])(=[O:72])=[O:71])[CH2:69][CH2:68][CH2:67]1. Given the reactants [CH:1]1([C:4]2[C:5]([CH2:14][N:15]3[CH2:20][CH2:19][CH2:18][C@H:17]([O:21][C:22]4[CH:27]=[C:26]([Cl:28])[CH:25]=[C:24]([Cl:29])[CH:23]=4)[CH2:16]3)=[CH:6][C:7]([F:13])=[C:8]([CH:12]=2)[C:9](O)=[O:10])[CH2:3][CH2:2]1.C1(C2C(CN3CCC[C@@H](OC4C=C(Cl)C=C(Cl)C=4)C3)=CC(F)=C(C=2)C(O)=O)CC1.C1(S(N)(=O)=O)CC1.[N:66]1([S:70]([NH2:73])(=[O:72])=[O:71])[CH2:69][CH2:68][CH2:67]1, predict the reaction product. (5) Given the reactants COC(=O)C(NC1C=C(Cl)C=C(Cl)C=1OCC1C=CC=CC=1)=CC([O-])=O.C([O:34][C:35]([C:37]1[CH:46]=[C:45]([O:47]CC2C=CC=CC=2)[C:44]2[C:39](=[C:40]([C:55]3[CH:60]=[CH:59][CH:58]=[CH:57][CH:56]=3)[CH:41]=[CH:42][CH:43]=2)[N:38]=1)=[O:36])C1C=CC=CC=1, predict the reaction product. The product is: [OH:47][C:45]1[C:44]2[C:39](=[C:40]([C:55]3[CH:60]=[CH:59][CH:58]=[CH:57][CH:56]=3)[CH:41]=[CH:42][CH:43]=2)[N:38]=[C:37]([C:35]([OH:36])=[O:34])[CH:46]=1. (6) Given the reactants [CH3:1][C:2]1[CH:3]=[C:4]([S:8](Cl)(=[O:10])=[O:9])[CH:5]=[CH:6][CH:7]=1.[C:12]1([NH:18][CH:19]2[CH2:24][CH2:23][N:22]([C:25]([O:27][CH2:28][C@@H:29]([N:31]([CH2:39][C:40]3[CH:45]=[CH:44][CH:43]=[CH:42][CH:41]=3)[CH2:32][C:33]3[CH:38]=[CH:37][CH:36]=[CH:35][CH:34]=3)[CH3:30])=[O:26])[CH2:21][CH2:20]2)[CH:17]=[CH:16][CH:15]=[CH:14][CH:13]=1, predict the reaction product. The product is: [C:12]1([N:18]([CH:19]2[CH2:24][CH2:23][N:22]([C:25]([O:27][CH2:28][C@@H:29]([N:31]([CH2:32][C:33]3[CH:34]=[CH:35][CH:36]=[CH:37][CH:38]=3)[CH2:39][C:40]3[CH:41]=[CH:42][CH:43]=[CH:44][CH:45]=3)[CH3:30])=[O:26])[CH2:21][CH2:20]2)[S:8]([C:4]2[CH:5]=[CH:6][CH:7]=[C:2]([CH3:1])[CH:3]=2)(=[O:10])=[O:9])[CH:13]=[CH:14][CH:15]=[CH:16][CH:17]=1. (7) Given the reactants [OH:1][CH2:2][C:3]1([CH2:42][OH:43])[O:7][N:6]=[C:5]([C:8]2[CH:13]=[CH:12][C:11]([C:14]3[CH:19]=[CH:18][C:17]([N:20]4[CH2:24][C@H:23]([CH2:25][N:26]([C:34]5[CH:38]=[N:37][S:36][N:35]=5)C(=O)OC(C)(C)C)[O:22][C:21]4=[O:39])=[CH:16][C:15]=3[F:40])=[C:10]([F:41])[CH:9]=2)[CH2:4]1.FC(F)(F)C(O)=O, predict the reaction product. The product is: [OH:1][CH2:2][C:3]1([CH2:42][OH:43])[O:7][N:6]=[C:5]([C:8]2[CH:13]=[CH:12][C:11]([C:14]3[CH:19]=[CH:18][C:17]([N:20]4[CH2:24][C@H:23]([CH2:25][NH:26][C:34]5[CH:38]=[N:37][S:36][N:35]=5)[O:22][C:21]4=[O:39])=[CH:16][C:15]=3[F:40])=[C:10]([F:41])[CH:9]=2)[CH2:4]1. (8) Given the reactants [I:1][C:2]1[CH:3]=[C:4]([CH2:8][C:9]([OH:11])=[O:10])[CH:5]=[CH:6][CH:7]=1.[CH3:12][CH2:13]OC(C)=O.C([O-])([O-])=O.[Na+].[Na+].O, predict the reaction product. The product is: [I:1][C:2]1[CH:3]=[C:4]([CH2:8][C:9]([O:11][CH2:12][CH3:13])=[O:10])[CH:5]=[CH:6][CH:7]=1. (9) Given the reactants [CH2:1]([C@@:4]1([CH3:30])[CH2:9][C@H:8]([C:10]2[CH:15]=[CH:14][CH:13]=[C:12]([Cl:16])[CH:11]=2)[C@@H:7]([C:17]2[CH:22]=[CH:21][C:20]([Cl:23])=[CH:19][CH:18]=2)[N:6]([C@@H:24]([CH2:27][CH3:28])[CH2:25][OH:26])[C:5]1=[O:29])[CH:2]=[CH2:3].O.CC(OI1(OC(C)=O)(OC(C)=O)OC(=O)C2C=CC=CC1=2)=O.C(OCC)C, predict the reaction product. The product is: [CH2:1]([C@@:4]1([CH3:30])[CH2:9][C@H:8]([C:10]2[CH:15]=[CH:14][CH:13]=[C:12]([Cl:16])[CH:11]=2)[C@@H:7]([C:17]2[CH:18]=[CH:19][C:20]([Cl:23])=[CH:21][CH:22]=2)[N:6]([C@@H:24]([CH2:27][CH3:28])[CH:25]=[O:26])[C:5]1=[O:29])[CH:2]=[CH2:3]. (10) The product is: [CH2:22]([NH:24][C:25]([NH:19][C:18]1[CH:20]=[CH:21][C:15]([C:14]2[CH:13]=[CH:12][S:11][C:10]=2[C:9]2[CH:8]=[CH:7][N:6]=[C:5]3[NH:1][CH:2]=[CH:3][C:4]=23)=[CH:16][CH:17]=1)=[O:26])[CH3:23]. Given the reactants [NH:1]1[C:5]2=[N:6][CH:7]=[CH:8][C:9]([C:10]3[S:11][CH:12]=[CH:13][C:14]=3[C:15]3[CH:21]=[CH:20][C:18]([NH2:19])=[CH:17][CH:16]=3)=[C:4]2[CH:3]=[CH:2]1.[CH2:22]([N:24]=[C:25]=[O:26])[CH3:23], predict the reaction product.